This data is from Forward reaction prediction with 1.9M reactions from USPTO patents (1976-2016). The task is: Predict the product of the given reaction. Given the reactants C1C=CC(C2C=CC=CC=2)=CC=1.C1C=CC(OC2C=CC=CC=2)=CC=1.[F:26][C:27]1[CH:28]=[C:29]([NH:37][CH:38]=[C:39]([C:45]([O:47]CC)=O)[C:40]([O:42][CH2:43][CH3:44])=[O:41])[CH:30]=[C:31]([O:35][CH3:36])[C:32]=1[O:33][CH3:34].C([O-])(=O)CC([O-])=O.FC1C(OC)=C(OC)C=C2C=1C(=O)C(C(OCC)=O)=CN2, predict the reaction product. The product is: [F:26][C:27]1[CH:28]=[C:29]2[C:30]([C:45](=[O:47])[C:39]([C:40]([O:42][CH2:43][CH3:44])=[O:41])=[CH:38][NH:37]2)=[C:31]([O:35][CH3:36])[C:32]=1[O:33][CH3:34].